From a dataset of Forward reaction prediction with 1.9M reactions from USPTO patents (1976-2016). Predict the product of the given reaction. (1) Given the reactants [OH:1][C:2]1[N:3]=[CH:4][C:5]2[C:10]([CH:11]=1)=[CH:9][CH:8]=[CH:7][CH:6]=2.C(N(CC)CC)C.[F:19][C:20]([F:33])([F:32])[S:21](O[S:21]([C:20]([F:33])([F:32])[F:19])(=[O:23])=[O:22])(=[O:23])=[O:22], predict the reaction product. The product is: [CH:4]1[C:5]2[C:10](=[CH:9][CH:8]=[CH:7][CH:6]=2)[CH:11]=[C:2]([O:1][S:21]([C:20]([F:33])([F:32])[F:19])(=[O:23])=[O:22])[N:3]=1. (2) Given the reactants [CH3:1][O:2][C:3](=[O:8])[CH:4]=[CH:5][NH:6][CH3:7].[CH3:9][C:10]([CH3:14])=[CH:11][CH:12]=O.S([O-])([O-])(=O)=O.[Na+].[Na+], predict the reaction product. The product is: [CH3:7][N:6]1[CH:12]=[CH:11][C:10]([CH3:14])([CH3:9])[C:4]([C:3]([O:2][CH3:1])=[O:8])=[CH:5]1.